From a dataset of Forward reaction prediction with 1.9M reactions from USPTO patents (1976-2016). Predict the product of the given reaction. (1) Given the reactants [CH2:1]([O:8][C:9]1[C:18]2[C:13](=[CH:14][CH:15]=[C:16](Br)[CH:17]=2)[N:12]=[C:11]([CH2:20][O:21][C:22]2[CH:27]=[CH:26][CH:25]=[C:24]([O:28][CH2:29][CH:30]3[CH2:35][CH2:34][O:33][CH2:32][CH2:31]3)[CH:23]=2)[C:10]=1[CH3:36])[C:2]1[CH:7]=[CH:6][CH:5]=[CH:4][CH:3]=1.[NH:37]1[CH2:42][CH2:41][CH2:40][CH2:39][C:38]1=[O:43].C(=O)([O-])[O-].[Cs+].[Cs+].CC1(C)C2C=CC=C(P(C3C=CC=CC=3)C3C=CC=CC=3)C=2OC2C1=CC=CC=2P(C1C=CC=CC=1)C1C=CC=CC=1, predict the reaction product. The product is: [CH2:1]([O:8][C:9]1[C:18]2[C:13](=[CH:14][CH:15]=[C:16]([N:37]3[CH2:42][CH2:41][CH2:40][CH2:39][C:38]3=[O:43])[CH:17]=2)[N:12]=[C:11]([CH2:20][O:21][C:22]2[CH:27]=[CH:26][CH:25]=[C:24]([O:28][CH2:29][CH:30]3[CH2:35][CH2:34][O:33][CH2:32][CH2:31]3)[CH:23]=2)[C:10]=1[CH3:36])[C:2]1[CH:7]=[CH:6][CH:5]=[CH:4][CH:3]=1. (2) Given the reactants [Br:1][C:2]1[C:11]2[C:10]([CH3:13])([CH3:12])[CH2:9][CH:8]=[C:7]([CH:14]([CH3:16])[CH3:15])[C:6]=2[CH:5]=[C:4](/[C:17](/[CH3:22])=[C:18](/[F:21])\[CH2:19][OH:20])[C:3]=1[O:23][CH2:24][CH2:25][CH3:26].C[N+]1([O-])CCOCC1.ClCCl, predict the reaction product. The product is: [Br:1][C:2]1[C:11]2[C:10]([CH3:13])([CH3:12])[CH2:9][CH:8]=[C:7]([CH:14]([CH3:16])[CH3:15])[C:6]=2[CH:5]=[C:4](/[C:17](/[CH3:22])=[C:18](/[F:21])\[CH:19]=[O:20])[C:3]=1[O:23][CH2:24][CH2:25][CH3:26].